Dataset: Protein-peptide binding for MDM2, ACE2, and 12ca5 with 34 validated binders. Task: Binary Classification. Given protein and peptide amino acid sequences, predict whether they interact or not. (1) The peptide is AAFAAYWALAAAK. The protein target is MDM2 with sequence MCNTNMSVPTDGAVTTSQIPASEQETLVRPKPLLLKLLKSVGAQKDTYTMKEVLFYLGQYIMTKRLYDEKQQHIVYCSNDLLGDLFGVPSFSVKEHRKIYTMIYRNLVVVNQQESSDSGTSVSENRCHLEGGSDQKDLVQELQEEKPSSSHLVSRPSTSSRRRAISETEENSDELSGERQRKRHKSDSISLSFDESLALCVIREICCERSSSSESTGTPSNPDLDAGVSEHSGDWLDQDSVSDQFSVEFEVESLDSEDYSLSEEGQELSDEDDEVYQVTVYQAGESDTDSFEEDPEISLADYWKCTSCNEMNPPLPSHCNRCWALRENWLPEDKGKDKGEISEKAKLENSTQAEEGFDVPDCKKTIVNDSRESCVEENDDKITQASQSQESEDYSQPSTSSSIIYSSQEDVKEFEREETQDKEESVESSLPLNAIEPCVICQGRPKNGCIVHGKTGHLMACFTCAKKLKKRNKPCPVCRQPIQMIVLTYFP. (2) The protein target is MDM2 with sequence MCNTNMSVPTDGAVTTSQIPASEQETLVRPKPLLLKLLKSVGAQKDTYTMKEVLFYLGQYIMTKRLYDEKQQHIVYCSNDLLGDLFGVPSFSVKEHRKIYTMIYRNLVVVNQQESSDSGTSVSENRCHLEGGSDQKDLVQELQEEKPSSSHLVSRPSTSSRRRAISETEENSDELSGERQRKRHKSDSISLSFDESLALCVIREICCERSSSSESTGTPSNPDLDAGVSEHSGDWLDQDSVSDQFSVEFEVESLDSEDYSLSEEGQELSDEDDEVYQVTVYQAGESDTDSFEEDPEISLADYWKCTSCNEMNPPLPSHCNRCWALRENWLPEDKGKDKGEISEKAKLENSTQAEEGFDVPDCKKTIVNDSRESCVEENDDKITQASQSQESEDYSQPSTSSSIIYSSQEDVKEFEREETQDKEESVESSLPLNAIEPCVICQGRPKNGCIVHGKTGHLMACFTCAKKLKKRNKPCPVCRQPIQMIVLTYFP. The peptide is TSFAEYWNALAPK. (3) The peptide is TAFAEYWNALSAK. The protein target is MDM2 with sequence MCNTNMSVPTDGAVTTSQIPASEQETLVRPKPLLLKLLKSVGAQKDTYTMKEVLFYLGQYIMTKRLYDEKQQHIVYCSNDLLGDLFGVPSFSVKEHRKIYTMIYRNLVVVNQQESSDSGTSVSENRCHLEGGSDQKDLVQELQEEKPSSSHLVSRPSTSSRRRAISETEENSDELSGERQRKRHKSDSISLSFDESLALCVIREICCERSSSSESTGTPSNPDLDAGVSEHSGDWLDQDSVSDQFSVEFEVESLDSEDYSLSEEGQELSDEDDEVYQVTVYQAGESDTDSFEEDPEISLADYWKCTSCNEMNPPLPSHCNRCWALRENWLPEDKGKDKGEISEKAKLENSTQAEEGFDVPDCKKTIVNDSRESCVEENDDKITQASQSQESEDYSQPSTSSSIIYSSQEDVKEFEREETQDKEESVESSLPLNAIEPCVICQGRPKNGCIVHGKTGHLMACFTCAKKLKKRNKPCPVCRQPIQMIVLTYFP. The binding affinity (KD) is 3.70 nM. (4) The peptide is WTYDLFSMNFGRK. The protein target is ACE2 with sequence MSSSSWLLLSLVAVTAAQSTIEEQAKTFLDKFNHEAEDLFYQSSLASWNYNTNITEENVQNMNNAGDKWSAFLKEQSTLAQMYPLQEIQNLTVKLQLQALQQNGSSVLSEDKSKRLNTILNTMSTIYSTGKVCNPDNPQECLLLEPGLNEIMANSLDYNERLWAWESWRSEVGKQLRPLYEEYVVLKNEMARANHYEDYGDYWRGDYEVNGVDGYDYSRGQLIEDVEHTFEEIKPLYEHLHAYVRAKLMNAYPSYISPIGCLPAHLLGDMWGRFWTNLYSLTVPFGQKPNIDVTDAMVDQAWDAQRIFKEAEKFFVSVGLPNMTQGFWENSMLTDPGNVQKAVCHPTAWDLGKGDFRILMCTKVTMDDFLTAHHEMGHIQYDMAYAAQPFLLRNGANEGFHEAVGEIMSLSAATPKHLKSIGLLSPDFQEDNETEINFLLKQALTIVGTLPFTYMLEKWRWMVFKGEIPKDQWMKKWWEMKREIVGVVEPVPHDETYCDP.... (5) The protein target is MDM2 with sequence MCNTNMSVPTDGAVTTSQIPASEQETLVRPKPLLLKLLKSVGAQKDTYTMKEVLFYLGQYIMTKRLYDEKQQHIVYCSNDLLGDLFGVPSFSVKEHRKIYTMIYRNLVVVNQQESSDSGTSVSENRCHLEGGSDQKDLVQELQEEKPSSSHLVSRPSTSSRRRAISETEENSDELSGERQRKRHKSDSISLSFDESLALCVIREICCERSSSSESTGTPSNPDLDAGVSEHSGDWLDQDSVSDQFSVEFEVESLDSEDYSLSEEGQELSDEDDEVYQVTVYQAGESDTDSFEEDPEISLADYWKCTSCNEMNPPLPSHCNRCWALRENWLPEDKGKDKGEISEKAKLENSTQAEEGFDVPDCKKTIVNDSRESCVEENDDKITQASQSQESEDYSQPSTSSSIIYSSQEDVKEFEREETQDKEESVESSLPLNAIEPCVICQGRPKNGCIVHGKTGHLMACFTCAKKLKKRNKPCPVCRQPIQMIVLTYFP. The peptide is AAAAAYWALAAAK. (6) The protein target is MDM2 with sequence MCNTNMSVPTDGAVTTSQIPASEQETLVRPKPLLLKLLKSVGAQKDTYTMKEVLFYLGQYIMTKRLYDEKQQHIVYCSNDLLGDLFGVPSFSVKEHRKIYTMIYRNLVVVNQQESSDSGTSVSENRCHLEGGSDQKDLVQELQEEKPSSSHLVSRPSTSSRRRAISETEENSDELSGERQRKRHKSDSISLSFDESLALCVIREICCERSSSSESTGTPSNPDLDAGVSEHSGDWLDQDSVSDQFSVEFEVESLDSEDYSLSEEGQELSDEDDEVYQVTVYQAGESDTDSFEEDPEISLADYWKCTSCNEMNPPLPSHCNRCWALRENWLPEDKGKDKGEISEKAKLENSTQAEEGFDVPDCKKTIVNDSRESCVEENDDKITQASQSQESEDYSQPSTSSSIIYSSQEDVKEFEREETQDKEESVESSLPLNAIEPCVICQGRPKNGCIVHGKTGHLMACFTCAKKLKKRNKPCPVCRQPIQMIVLTYFP. The peptide is AAAAAYWNLLSAK.